Task: Predict the reactants needed to synthesize the given product.. Dataset: Full USPTO retrosynthesis dataset with 1.9M reactions from patents (1976-2016) (1) Given the product [CH2:7]([O:10][C:11]([C:13]1[O:20][C:19]2[C:18]([NH2:21])=[N:17][N:16]([C:1]([O:2][CH2:3][CH3:4])=[O:5])[C:15]=2[CH:14]=1)=[O:12])[CH2:8][CH3:9], predict the reactants needed to synthesize it. The reactants are: [C:1](Cl)(=[O:5])[O:2][CH2:3][CH3:4].[CH2:7]([O:10][C:11]([C:13]1[O:20][C:19]2[C:18]([NH2:21])=[N:17][NH:16][C:15]=2[CH:14]=1)=[O:12])[CH2:8][CH3:9].C(N(C(C)C)CC)(C)C. (2) Given the product [CH2:31]([O:30][C@@H:4]([CH2:5][C:6]1[CH:11]=[CH:10][C:9]([O:12][CH2:13][C:14]2[N:15]=[C:16]([C:20]3[CH:25]=[CH:24][C:23]([F:26])=[C:22]([CH3:27])[CH:21]=3)[O:17][C:18]=2[CH3:19])=[CH:8][C:7]=1[CH2:28][CH3:29])[C:3]([OH:33])=[O:2])[CH3:32], predict the reactants needed to synthesize it. The reactants are: C[O:2][C:3](=[O:33])[C@@H:4]([O:30][CH2:31][CH3:32])[CH2:5][C:6]1[CH:11]=[CH:10][C:9]([O:12][CH2:13][C:14]2[N:15]=[C:16]([C:20]3[CH:25]=[CH:24][C:23]([F:26])=[C:22]([CH3:27])[CH:21]=3)[O:17][C:18]=2[CH3:19])=[CH:8][C:7]=1[CH2:28][CH3:29].[Li+].[OH-]. (3) Given the product [F:1][C:2]1[CH:3]=[C:4]2[C:8](=[CH:9][CH:10]=1)[NH:7][CH:6]=[C:5]2[CH2:11][C:13]1[CH:14]=[N:15][CH:16]=[CH:17][CH:18]=1, predict the reactants needed to synthesize it. The reactants are: [F:1][C:2]1[CH:3]=[C:4]2[C:8](=[CH:9][CH:10]=1)[NH:7][CH:6]=[C:5]2[CH:11]([C:13]1[CH:14]=[N:15][CH:16]=[CH:17][CH:18]=1)O.C([SiH](CC)CC)C.FC(F)(F)C(O)=O. (4) Given the product [CH3:1][O:2][C:3]1[C:4]([NH:15][C:16]([N:34]2[CH2:33][CH2:32][N:31]([C:25]3[CH:24]=[C:23]([O:22][CH3:21])[CH:28]=[C:27]([O:29][CH3:30])[CH:26]=3)[CH2:36][CH2:35]2)=[O:20])=[N:5][C:6]2[C:11]([N:12]=1)=[CH:10][C:9]([O:13][CH3:14])=[CH:8][CH:7]=2, predict the reactants needed to synthesize it. The reactants are: [CH3:1][O:2][C:3]1[C:4]([NH:15][C:16](=[O:20])OCC)=[N:5][C:6]2[C:11]([N:12]=1)=[CH:10][C:9]([O:13][CH3:14])=[CH:8][CH:7]=2.[CH3:21][O:22][C:23]1[CH:24]=[C:25]([N:31]2[CH2:36][CH2:35][NH:34][CH2:33][CH2:32]2)[CH:26]=[C:27]([O:29][CH3:30])[CH:28]=1. (5) The reactants are: [CH3:1][C:2]1([CH3:11])[CH2:7][CH:6]([OH:8])[CH2:5][C:4]([CH3:10])([CH3:9])[NH:3]1.C(N(CC)CC)C.[CH2:19]([C:23]([CH2:28][CH3:29])([CH2:26][OH:27])[CH2:24][OH:25])[CH2:20][CH2:21][CH3:22].[P:30](Cl)([O-:32])[O-:31].P(Cl)([O-])[O-:35]. Given the product [CH3:1][C:2]1([CH3:11])[CH2:7][CH:6]([OH:8])[CH2:5][C:4]([CH3:10])([CH3:9])[NH:3]1.[CH2:19]([C:23]([CH2:28][CH3:29])([CH2:24][OH:25])[CH2:26][OH:27])[CH2:20][CH2:21][CH3:22].[P:30]([O-:32])([O-:35])[O-:31], predict the reactants needed to synthesize it. (6) Given the product [NH2:18][CH:2]1[NH:7][N:6]=[CH:5][C:4]([C:8]2[CH:9]=[C:10]([CH:15]=[CH:16][CH:17]=2)[C:11]([NH:13][CH3:14])=[O:12])=[CH:3]1, predict the reactants needed to synthesize it. The reactants are: Cl[CH:2]1[NH:7][N:6]=[CH:5][C:4]([C:8]2[CH:9]=[C:10]([CH:15]=[CH:16][CH:17]=2)[C:11]([NH:13][CH3:14])=[O:12])=[CH:3]1.[NH3:18].